Dataset: NCI-60 drug combinations with 297,098 pairs across 59 cell lines. Task: Regression. Given two drug SMILES strings and cell line genomic features, predict the synergy score measuring deviation from expected non-interaction effect. (1) Drug 1: C1CN1P(=S)(N2CC2)N3CC3. Drug 2: C1=CN(C(=O)N=C1N)C2C(C(C(O2)CO)O)O.Cl. Cell line: SK-OV-3. Synergy scores: CSS=18.5, Synergy_ZIP=-10.1, Synergy_Bliss=-2.14, Synergy_Loewe=-4.59, Synergy_HSA=-0.740. (2) Drug 1: CC1OCC2C(O1)C(C(C(O2)OC3C4COC(=O)C4C(C5=CC6=C(C=C35)OCO6)C7=CC(=C(C(=C7)OC)O)OC)O)O. Drug 2: C1CN1P(=S)(N2CC2)N3CC3. Cell line: NCI-H226. Synergy scores: CSS=15.7, Synergy_ZIP=-4.63, Synergy_Bliss=-5.77, Synergy_Loewe=-8.80, Synergy_HSA=-4.80. (3) Drug 1: CCN(CC)CCNC(=O)C1=C(NC(=C1C)C=C2C3=C(C=CC(=C3)F)NC2=O)C. Drug 2: CC12CCC3C(C1CCC2OP(=O)(O)O)CCC4=C3C=CC(=C4)OC(=O)N(CCCl)CCCl.[Na+]. Cell line: A549. Synergy scores: CSS=0.931, Synergy_ZIP=-3.71, Synergy_Bliss=-6.93, Synergy_Loewe=-9.75, Synergy_HSA=-9.90. (4) Drug 1: C(CC(=O)O)C(=O)CN.Cl. Drug 2: C1=NNC2=C1C(=O)NC=N2. Cell line: KM12. Synergy scores: CSS=5.50, Synergy_ZIP=0.833, Synergy_Bliss=8.07, Synergy_Loewe=2.09, Synergy_HSA=2.19. (5) Drug 2: B(C(CC(C)C)NC(=O)C(CC1=CC=CC=C1)NC(=O)C2=NC=CN=C2)(O)O. Synergy scores: CSS=61.5, Synergy_ZIP=-1.37, Synergy_Bliss=-4.74, Synergy_Loewe=-3.70, Synergy_HSA=-3.70. Drug 1: C1=C(C(=O)NC(=O)N1)F. Cell line: COLO 205. (6) Drug 1: C1=CC(=CC=C1CCCC(=O)O)N(CCCl)CCCl. Drug 2: CCC1=C2CN3C(=CC4=C(C3=O)COC(=O)C4(CC)O)C2=NC5=C1C=C(C=C5)O. Cell line: UACC-257. Synergy scores: CSS=27.5, Synergy_ZIP=-8.16, Synergy_Bliss=1.14, Synergy_Loewe=-8.75, Synergy_HSA=2.18. (7) Drug 1: CC1C(C(CC(O1)OC2CC(OC(C2O)C)OC3=CC4=CC5=C(C(=O)C(C(C5)C(C(=O)C(C(C)O)O)OC)OC6CC(C(C(O6)C)O)OC7CC(C(C(O7)C)O)OC8CC(C(C(O8)C)O)(C)O)C(=C4C(=C3C)O)O)O)O. Drug 2: CC1CCC2CC(C(=CC=CC=CC(CC(C(=O)C(C(C(=CC(C(=O)CC(OC(=O)C3CCCCN3C(=O)C(=O)C1(O2)O)C(C)CC4CCC(C(C4)OC)O)C)C)O)OC)C)C)C)OC. Cell line: HCT116. Synergy scores: CSS=21.9, Synergy_ZIP=-0.637, Synergy_Bliss=-1.91, Synergy_Loewe=-2.39, Synergy_HSA=-3.46. (8) Synergy scores: CSS=0.158, Synergy_ZIP=1.63, Synergy_Bliss=1.02, Synergy_Loewe=-0.569, Synergy_HSA=-1.56. Drug 2: CCCCCOC(=O)NC1=NC(=O)N(C=C1F)C2C(C(C(O2)C)O)O. Cell line: MCF7. Drug 1: CN1C(=O)N2C=NC(=C2N=N1)C(=O)N. (9) Drug 1: CC12CCC3C(C1CCC2=O)CC(=C)C4=CC(=O)C=CC34C. Drug 2: CN(C)C1=NC(=NC(=N1)N(C)C)N(C)C. Cell line: HCT116. Synergy scores: CSS=61.6, Synergy_ZIP=0.530, Synergy_Bliss=0.569, Synergy_Loewe=-20.0, Synergy_HSA=-0.0543.